Dataset: Full USPTO retrosynthesis dataset with 1.9M reactions from patents (1976-2016). Task: Predict the reactants needed to synthesize the given product. (1) The reactants are: [N:1]1[CH:6]=[CH:5][CH:4]=[CH:3][C:2]=1[C:7]1[O:11][CH:10]=[N:9][CH:8]=1.[C:12]([O:19][CH3:20])(=[O:18])[CH2:13][CH2:14][C:15]([O-])=[O:16]. Given the product [O:16]=[C:15]([C:10]1[O:11][C:7]([C:2]2[CH:3]=[CH:4][CH:5]=[CH:6][N:1]=2)=[CH:8][N:9]=1)[CH2:14][CH2:13][C:12]([O:19][CH3:20])=[O:18], predict the reactants needed to synthesize it. (2) Given the product [CH2:19]([N:22]1[C:23]2[CH:28]=[CH:27][N:26]=[C:25]([Cl:29])[C:24]=2[NH:30][C:3]1=[O:4])[CH:20]=[CH2:21], predict the reactants needed to synthesize it. The reactants are: C1C(=O)N(OC(ON2C(=O)CCC2=O)=O)[C:3](=[O:4])C1.[CH2:19]([NH:22][C:23]1[CH:28]=[CH:27][N:26]=[C:25]([Cl:29])[C:24]=1[NH2:30])[CH:20]=[CH2:21]. (3) Given the product [CH3:2][O:3][C:4]([C:6]1[N:7]([C:20]2[CH:25]=[CH:24][CH:23]=[CH:22][CH:21]=2)[C:8]2[C:13]([C:14](=[O:18])[C:15]=1[CH2:16][NH:17][C:32]([N:26]1[CH2:31][CH2:30][O:29][CH2:28][CH2:27]1)=[O:33])=[CH:12][CH:11]=[C:10]([Cl:19])[CH:9]=2)=[O:5], predict the reactants needed to synthesize it. The reactants are: Cl.[CH3:2][O:3][C:4]([C:6]1[N:7]([C:20]2[CH:25]=[CH:24][CH:23]=[CH:22][CH:21]=2)[C:8]2[C:13]([C:14](=[O:18])[C:15]=1[CH2:16][NH2:17])=[CH:12][CH:11]=[C:10]([Cl:19])[CH:9]=2)=[O:5].[N:26]1([C:32](Cl)=[O:33])[CH2:31][CH2:30][O:29][CH2:28][CH2:27]1.C(N(CC)C(C)C)(C)C. (4) Given the product [C:1]([O:5][C:6]([N:8]1[CH2:9][CH2:10][CH:11]([C:14]2[C:22]3[O:21][C:20]([C:23]#[N:24])=[C:19]([CH2:25][C:26]4[CH:27]=[CH:28][CH:29]=[CH:30][CH:31]=4)[C:18]=3[CH:17]=[C:16]([CH3:32])[CH:15]=2)[CH2:12][CH2:13]1)=[O:7])([CH3:4])([CH3:3])[CH3:2], predict the reactants needed to synthesize it. The reactants are: [C:1]([O:5][C:6]([N:8]1[CH2:13][CH:12]=[C:11]([C:14]2[C:22]3[O:21][C:20]([C:23]#[N:24])=[C:19]([CH2:25][C:26]4[CH:31]=[CH:30][CH:29]=[CH:28][CH:27]=4)[C:18]=3[CH:17]=[C:16]([CH3:32])[CH:15]=2)[CH2:10][CH2:9]1)=[O:7])([CH3:4])([CH3:3])[CH3:2]. (5) Given the product [CH3:1][O:5][C:6]([CH:8]1[CH2:9][CH2:10][CH:11]([C:14](=[O:16])[CH2:18][C:17]([O:20][CH2:21][CH3:22])=[O:19])[CH2:12][CH2:13]1)=[O:7], predict the reactants needed to synthesize it. The reactants are: [C:1]([O:5][C:6]([CH:8]1[CH2:13][CH2:12][CH:11]([C:14]([OH:16])=O)[CH2:10][CH2:9]1)=[O:7])(C)(C)C.[C:17]([O:20][CH2:21][CH3:22])(=[O:19])[CH3:18].C1N=CN(C(N2C=NC=C2)=O)C=1. (6) Given the product [CH2:1]([O:3][C:4]([N:6]1[C:15]2[C:10](=[N:11][C:12]([CH3:57])=[CH:13][CH:14]=2)[C@@H:9]([NH:24][CH:25]([C:40]2[N:41]=[CH:42][C:43]([N:46]3[CH2:51][CH2:50][N:49]([C:52](=[O:54])[CH3:53])[CH2:48][CH2:47]3)=[CH:44][N:45]=2)[C:26]2[CH:31]=[C:30]([C:32]([F:35])([F:34])[F:33])[CH:29]=[C:28]([C:36]([F:38])([F:39])[F:37])[CH:27]=2)[CH2:8][C@H:7]1[CH2:55][CH3:56])=[O:5])[CH3:2], predict the reactants needed to synthesize it. The reactants are: [CH2:1]([O:3][C:4]([N:6]1[C:15]2[C:10](=[N:11][C:12](OS(C(F)(F)F)(=O)=O)=[CH:13][CH:14]=2)[C@@H:9]([NH:24][CH:25]([C:40]2[N:45]=[CH:44][C:43]([N:46]3[CH2:51][CH2:50][N:49]([C:52](=[O:54])[CH3:53])[CH2:48][CH2:47]3)=[CH:42][N:41]=2)[C:26]2[CH:31]=[C:30]([C:32]([F:35])([F:34])[F:33])[CH:29]=[C:28]([C:36]([F:39])([F:38])[F:37])[CH:27]=2)[CH2:8][C@H:7]1[CH2:55][CH3:56])=[O:5])[CH3:2].[CH3:57][Al](C)C.O.C(OCC)(=O)C.